Dataset: Full USPTO retrosynthesis dataset with 1.9M reactions from patents (1976-2016). Task: Predict the reactants needed to synthesize the given product. (1) Given the product [CH3:19][N:18]1[C:14]([C:12]2[CH:11]=[CH:10][N:9]=[C:8]([NH:7][C:22]3[CH:27]=[CH:26][C:25]([S:28]([F:31])(=[O:30])=[O:29])=[CH:24][CH:23]=3)[N:13]=2)=[CH:15][N:16]=[C:17]1[CH3:20], predict the reactants needed to synthesize it. The reactants are: C(=O)([O-])[O-].[Cs+].[Cs+].[NH2:7][C:8]1[N:13]=[C:12]([C:14]2[N:18]([CH3:19])[C:17]([CH3:20])=[N:16][CH:15]=2)[CH:11]=[CH:10][N:9]=1.I[C:22]1[CH:27]=[CH:26][C:25]([S:28]([F:31])(=[O:30])=[O:29])=[CH:24][CH:23]=1.O. (2) Given the product [OH:100][CH2:99][CH2:98][CH2:97][CH2:96][C:93]1[CH:94]=[CH:95][C:90]([C:86]2[CH:87]=[CH:88][CH:89]=[C:84]([NH:83][C:81]([C:80]3[CH:79]=[C:78]([S:75]([C:62]4[CH:63]=[C:64]5[C:59](=[C:60]([CH3:106])[CH:61]=4)[N:58]=[CH:57][C:56]([C:53]([NH2:54])=[O:55])=[C:65]5[NH:66][C:67]4[CH:72]=[CH:71][CH:70]=[C:69]([O:73][CH3:74])[CH:68]=4)(=[O:76])=[O:77])[CH:105]=[CH:104][CH:103]=3)=[O:82])[CH:85]=2)=[CH:91][CH:92]=1, predict the reactants needed to synthesize it. The reactants are: OCCCCC1C=CC(C2C=CC(NC(C3C=C(S(C4C=C5C(=C(C)C=4)N=CC(C(N)=O)=C5NC4C=CC=C(OC)C=4)(=O)=O)C=CC=3)=O)=CC=2)=CC=1.[C:53]([C:56]1[CH:57]=[N:58][C:59]2[C:64]([C:65]=1[NH:66][C:67]1[CH:72]=[CH:71][CH:70]=[C:69]([O:73][CH3:74])[CH:68]=1)=[CH:63][C:62]([S:75]([C:78]1[CH:79]=[C:80]([CH:103]=[CH:104][CH:105]=1)[C:81]([NH:83][C:84]1[CH:85]=[C:86]([C:90]3[CH:95]=[CH:94][C:93]([CH2:96][CH2:97][CH2:98][C:99](OC)=[O:100])=[CH:92][CH:91]=3)[CH:87]=[CH:88][CH:89]=1)=[O:82])(=[O:77])=[O:76])=[CH:61][C:60]=2[CH3:106])(=[O:55])[NH2:54].